Dataset: hERG potassium channel inhibition data for cardiac toxicity prediction from Karim et al.. Task: Regression/Classification. Given a drug SMILES string, predict its toxicity properties. Task type varies by dataset: regression for continuous values (e.g., LD50, hERG inhibition percentage) or binary classification for toxic/non-toxic outcomes (e.g., AMES mutagenicity, cardiotoxicity, hepatotoxicity). Dataset: herg_karim. The molecule is O=S(=O)(Nc1ccc2c(c1)CCN(Cc1ccn[nH]1)CC2)c1ccc(N2CCOCC2)nc1. The result is 0 (non-blocker).